From a dataset of Catalyst prediction with 721,799 reactions and 888 catalyst types from USPTO. Predict which catalyst facilitates the given reaction. Reactant: [Br:1][C:2]([Br:16])([Br:15])[S:3]([C:6]1[CH:14]=[CH:13][C:9]([C:10]([OH:12])=[O:11])=[CH:8][CH:7]=1)(=[O:5])=[O:4].CN(C=O)C.[C:22](Cl)(=O)[C:23](Cl)=O.C([O-])(O)=O.[Na+]. Product: [CH2:22]([O:11][C:10](=[O:12])[C:9]1[CH:13]=[CH:14][C:6]([S:3]([C:2]([Br:15])([Br:1])[Br:16])(=[O:4])=[O:5])=[CH:7][CH:8]=1)[CH3:23]. The catalyst class is: 12.